From a dataset of Forward reaction prediction with 1.9M reactions from USPTO patents (1976-2016). Predict the product of the given reaction. Given the reactants [F:1][C:2]1[C:38]([F:39])=[C:37]([O:40][CH3:41])[CH:36]=[CH:35][C:3]=1[CH2:4][N:5]1[C:10]2[CH:11]=[C:12]([C:14]3[CH:19]=[CH:18][CH:17]=[CH:16][CH:15]=3)[S:13][C:9]=2[C:8](=[O:20])[N:7]([CH:21]2[CH2:26][CH2:25][N:24](C(OC(C)(C)C)=O)[CH2:23][CH2:22]2)[C:6]1=[O:34].[ClH:42], predict the reaction product. The product is: [ClH:42].[F:1][C:2]1[C:38]([F:39])=[C:37]([O:40][CH3:41])[CH:36]=[CH:35][C:3]=1[CH2:4][N:5]1[C:10]2[CH:11]=[C:12]([C:14]3[CH:19]=[CH:18][CH:17]=[CH:16][CH:15]=3)[S:13][C:9]=2[C:8](=[O:20])[N:7]([CH:21]2[CH2:22][CH2:23][NH:24][CH2:25][CH2:26]2)[C:6]1=[O:34].